Dataset: Catalyst prediction with 721,799 reactions and 888 catalyst types from USPTO. Task: Predict which catalyst facilitates the given reaction. (1) Reactant: [NH2:1][C:2]1[N:7]2[N:8]=[CH:9][C:10]([C@H:11]3[C@@H:15]4[O:16]C(C)(C)[O:18][C@@H:14]4[C@@H:13]([CH2:21][OH:22])[O:12]3)=[C:6]2[N:5]=[CH:4][N:3]=1.C(N(CC)C(C)C)(C)C.[NH2:32][S:33](Cl)(=[O:35])=[O:34]. Product: [S:33](=[O:35])(=[O:34])([O:22][CH2:21][C@@H:13]1[C@@H:14]([OH:18])[C@@H:15]([OH:16])[C@H:11]([C:10]2[CH:9]=[N:8][N:7]3[C:2]([NH2:1])=[N:3][CH:4]=[N:5][C:6]=23)[O:12]1)[NH2:32]. The catalyst class is: 3. (2) Reactant: [Cl:1][C:2]1[C:3]([C:8]2[C:9]([F:30])=[C:10]([NH:14][C:15]([C@@H:17]3[CH2:21][C@@H:20]([F:22])[CH2:19][N:18]3C(OC(C)(C)C)=O)=[O:16])[CH:11]=[CH:12][CH:13]=2)=[N:4][CH:5]=[CH:6][CH:7]=1. Product: [ClH:1].[Cl:1][C:2]1[C:3]([C:8]2[C:9]([F:30])=[C:10]([NH:14][C:15]([C@@H:17]3[CH2:21][C@@H:20]([F:22])[CH2:19][NH:18]3)=[O:16])[CH:11]=[CH:12][CH:13]=2)=[N:4][CH:5]=[CH:6][CH:7]=1. The catalyst class is: 393. (3) Reactant: I[CH2:2][Si:3]([CH3:33])([CH3:32])[CH2:4][CH2:5][C:6]1[C:18]2[CH2:17][N:16]3[C:11](=[CH:12][C:13]4[C@:23]([CH2:25][CH3:26])([OH:24])[C:22](=[O:27])[O:21][CH2:20][C:14]=4[C:15]3=[O:19])[C:10]=2[N:9]=[C:8]2[CH:28]=[CH:29][CH:30]=[CH:31][C:7]=12.C[O:35][C:36]1[CH:41]=[CH:40][CH:39]=[CH:38][N:37]=1. Product: [CH3:32][Si:3]([CH3:33])([CH2:2][N:37]1[CH:38]=[CH:39][CH:40]=[CH:41][C:36]1=[O:35])[CH2:4][CH2:5][C:6]1[C:18]2[CH2:17][N:16]3[C:11](=[CH:12][C:13]4[C@:23]([CH2:25][CH3:26])([OH:24])[C:22](=[O:27])[O:21][CH2:20][C:14]=4[C:15]3=[O:19])[C:10]=2[N:9]=[C:8]2[CH:28]=[CH:29][CH:30]=[CH:31][C:7]=12. The catalyst class is: 9. (4) Reactant: [CH3:1][CH:2]([CH3:24])[CH2:3][CH2:4][NH:5][C:6]([C:8]1[C:9]([C:20]([F:23])([F:22])[F:21])=[N:10][C:11]([N:14]2[CH2:19][CH2:18][NH:17][CH2:16][CH2:15]2)=[N:12][CH:13]=1)=[O:7].C(N(C(C)C)CC)(C)C.[F:34][C:35]([F:46])([F:45])[C:36]1[CH:44]=[CH:43][CH:42]=[CH:41][C:37]=1[C:38](Cl)=[O:39]. Product: [CH3:1][CH:2]([CH3:24])[CH2:3][CH2:4][NH:5][C:6]([C:8]1[C:9]([C:20]([F:23])([F:21])[F:22])=[N:10][C:11]([N:14]2[CH2:19][CH2:18][N:17]([C:38](=[O:39])[C:37]3[CH:41]=[CH:42][CH:43]=[CH:44][C:36]=3[C:35]([F:34])([F:45])[F:46])[CH2:16][CH2:15]2)=[N:12][CH:13]=1)=[O:7]. The catalyst class is: 4. (5) Reactant: [C:1]([C:4]1[N:5]=[C:6]([CH2:38][CH3:39])[C:7]([NH:28][CH:29]2[CH2:34][CH2:33][CH:32]([C:35](O)=[O:36])[CH2:31][CH2:30]2)=[N:8][C:9]=1[NH:10][C:11]1[CH:16]=[CH:15][C:14]([N:17]2[CH2:22][CH2:21][N:20]([CH3:23])[CH2:19][CH2:18]2)=[C:13]([C:24]([F:27])([F:26])[F:25])[CH:12]=1)(=[O:3])[NH2:2].[CH3:40][O:41][C:42]1[C:43]([NH2:48])=[CH:44][CH:45]=[CH:46][CH:47]=1.O.ON1C2C=CC=CC=2N=N1.Cl.C(N=C=NCCCN(C)C)C.C(=O)([O-])O.[Na+]. Product: [CH2:38]([C:6]1[N:5]=[C:4]([C:1]([NH2:2])=[O:3])[C:9]([NH:10][C:11]2[CH:16]=[CH:15][C:14]([N:17]3[CH2:22][CH2:21][N:20]([CH3:23])[CH2:19][CH2:18]3)=[C:13]([C:24]([F:25])([F:26])[F:27])[CH:12]=2)=[N:8][C:7]=1[NH:28][CH:29]1[CH2:34][CH2:33][CH:32]([C:35](=[O:36])[NH:48][C:43]2[CH:44]=[CH:45][CH:46]=[CH:47][C:42]=2[O:41][CH3:40])[CH2:31][CH2:30]1)[CH3:39]. The catalyst class is: 3.